Dataset: Catalyst prediction with 721,799 reactions and 888 catalyst types from USPTO. Task: Predict which catalyst facilitates the given reaction. Reactant: [OH:1][C:2]1[CH:11]=[C:10]2[C:5]([C:6]([O:12][C:13]3[CH:14]=[CH:15][C:16]([NH:19][C:20]([C:22]4[C:23](=[O:35])[N:24]([C:29]5[CH:34]=[CH:33][CH:32]=[CH:31][CH:30]=5)[N:25]([CH3:28])[C:26]=4[CH3:27])=[O:21])=[N:17][CH:18]=3)=[CH:7][CH:8]=[N:9]2)=[CH:4][CH:3]=1.CS(O[CH2:41][CH2:42][CH2:43][N:44]1[CH2:50][CH:49]([OH:51])[C:46]2([CH2:48][CH2:47]2)[CH2:45]1)(=O)=O.C([O-])([O-])=O.[Cs+].[Cs+]. Product: [OH:51][CH:49]1[C:46]2([CH2:48][CH2:47]2)[CH2:45][N:44]([CH2:43][CH2:42][CH2:41][O:1][C:2]2[CH:11]=[C:10]3[C:5]([C:6]([O:12][C:13]4[CH:14]=[CH:15][C:16]([NH:19][C:20]([C:22]5[C:23](=[O:35])[N:24]([C:29]6[CH:30]=[CH:31][CH:32]=[CH:33][CH:34]=6)[N:25]([CH3:28])[C:26]=5[CH3:27])=[O:21])=[N:17][CH:18]=4)=[CH:7][CH:8]=[N:9]3)=[CH:4][CH:3]=2)[CH2:50]1. The catalyst class is: 44.